This data is from NCI-60 drug combinations with 297,098 pairs across 59 cell lines. The task is: Regression. Given two drug SMILES strings and cell line genomic features, predict the synergy score measuring deviation from expected non-interaction effect. (1) Drug 1: C1=NC2=C(N1)C(=S)N=CN2. Drug 2: COC1=C2C(=CC3=C1OC=C3)C=CC(=O)O2. Cell line: SK-MEL-28. Synergy scores: CSS=-1.74, Synergy_ZIP=-1.52, Synergy_Bliss=-1.04, Synergy_Loewe=-6.68, Synergy_HSA=-2.91. (2) Drug 1: C1C(C(OC1N2C=NC3=C(N=C(N=C32)Cl)N)CO)O. Drug 2: CC1C(C(CC(O1)OC2CC(CC3=C2C(=C4C(=C3O)C(=O)C5=CC=CC=C5C4=O)O)(C(=O)C)O)N)O. Cell line: UACC-257. Synergy scores: CSS=54.3, Synergy_ZIP=-2.73, Synergy_Bliss=3.10, Synergy_Loewe=-3.48, Synergy_HSA=5.75. (3) Drug 1: C1=NC2=C(N1)C(=S)N=C(N2)N. Drug 2: C1CN1P(=S)(N2CC2)N3CC3. Cell line: HOP-92. Synergy scores: CSS=26.8, Synergy_ZIP=-10.6, Synergy_Bliss=-3.05, Synergy_Loewe=-1.86, Synergy_HSA=-0.844. (4) Drug 1: C#CCC(CC1=CN=C2C(=N1)C(=NC(=N2)N)N)C3=CC=C(C=C3)C(=O)NC(CCC(=O)O)C(=O)O. Drug 2: N.N.Cl[Pt+2]Cl. Cell line: NCI-H460. Synergy scores: CSS=46.5, Synergy_ZIP=0.0850, Synergy_Bliss=-1.17, Synergy_Loewe=0.785, Synergy_HSA=0.106.